From a dataset of Reaction yield outcomes from USPTO patents with 853,638 reactions. Predict the reaction yield, written as a fraction of the theoretical maximum amount of product (1.0 means a 100% yield; for example, 0.34 means a 34% yield). (1) The reactants are O.O.C([O-])(=O)C.[Li+].[Si:8]([O:15][C@@H:16]1[N:22]([C:23]([O:25][CH2:26][C:27]2[CH:32]=[CH:31][C:30]([NH:33][C:34](=[O:51])[C@@H:35]([NH:37][C:38](=[O:50])[C@@H:39]([NH:43][C:44]([O:46][CH2:47][CH:48]=[CH2:49])=[O:45])[CH:40]([CH3:42])[CH3:41])[CH3:36])=[CH:29][CH:28]=2)=[O:24])[C:21]2[CH:52]=[C:53]([O:58][Si](C(C)C)(C(C)C)C(C)C)[C:54]([O:56][CH3:57])=[CH:55][C:20]=2[C:19](=[O:69])[N:18]2[CH:70]=[C:71](/[CH:73]=[CH:74]/[CH3:75])[CH2:72][C@@H:17]12)([C:11]([CH3:14])([CH3:13])[CH3:12])([CH3:10])[CH3:9]. The catalyst is CN(C=O)C.C(OCC)(=O)C. The product is [Si:8]([O:15][C@@H:16]1[N:22]([C:23]([O:25][CH2:26][C:27]2[CH:28]=[CH:29][C:30]([NH:33][C:34](=[O:51])[C@@H:35]([NH:37][C:38](=[O:50])[C@@H:39]([NH:43][C:44]([O:46][CH2:47][CH:48]=[CH2:49])=[O:45])[CH:40]([CH3:42])[CH3:41])[CH3:36])=[CH:31][CH:32]=2)=[O:24])[C:21]2[CH:52]=[C:53]([OH:58])[C:54]([O:56][CH3:57])=[CH:55][C:20]=2[C:19](=[O:69])[N:18]2[CH:70]=[C:71](/[CH:73]=[CH:74]/[CH3:75])[CH2:72][C@@H:17]12)([C:11]([CH3:12])([CH3:13])[CH3:14])([CH3:9])[CH3:10]. The yield is 0.830. (2) The reactants are [CH3:1][N:2]1[CH2:11][CH2:10][CH:9]2[C:4](=[C:5]([N+:13]([O-])=O)[CH:6]=[CH:7][CH:8]2[Br:12])[CH2:3]1.C1C[O:19][CH2:18][CH2:17]1. No catalyst specified. The product is [Br:12][C:8]1[CH:7]=[CH:6][C:5]([NH:13][C:18](=[O:19])[CH3:17])=[C:4]2[C:9]=1[CH2:10][CH2:11][N:2]([CH3:1])[CH2:3]2. The yield is 0.800. (3) The reactants are [F:1][C:2]([F:16])([F:15])[C:3]1[CH:8]=[CH:7][C:6]([CH:9]2[CH2:14][CH2:13][NH:12][CH2:11][CH2:10]2)=[CH:5][CH:4]=1.Br[C:18]1[C:19]([C:32]2[CH:37]=[CH:36][CH:35]=[CH:34][CH:33]=2)=[N:20][C:21]2[C:26]([N:27]=1)=[CH:25][C:24]([C:28]([O:30][CH3:31])=[O:29])=[CH:23][CH:22]=2.CCN(C(C)C)C(C)C. The catalyst is CN(C=O)C. The product is [C:32]1([C:19]2[C:18]([N:12]3[CH2:11][CH2:10][CH:9]([C:6]4[CH:5]=[CH:4][C:3]([C:2]([F:1])([F:15])[F:16])=[CH:8][CH:7]=4)[CH2:14][CH2:13]3)=[N:27][C:26]3[C:21](=[CH:22][CH:23]=[C:24]([C:28]([O:30][CH3:31])=[O:29])[CH:25]=3)[N:20]=2)[CH:33]=[CH:34][CH:35]=[CH:36][CH:37]=1. The yield is 0.840. (4) The yield is 0.710. The catalyst is O1CCOCC1.O.C1(P([C-]2C=CC=C2)C2C=CC=CC=2)C=CC=CC=1.[C-]1(P(C2C=CC=CC=2)C2C=CC=CC=2)C=CC=C1.[Fe+2].[Pd](Cl)Cl. The reactants are [CH2:1]([NH:8][C:9]([C:11]1[CH:12]=[C:13]2[C:18](=[CH:19][CH:20]=1)[CH:17]=[N:16][CH:15]=[C:14]2Br)=[O:10])[C:2]1[CH:7]=[CH:6][CH:5]=[CH:4][CH:3]=1.[Cl:22][C:23]1[CH:28]=[CH:27][C:26](B(O)O)=[CH:25][CH:24]=1.C(=O)([O-])[O-].[Cs+].[Cs+]. The product is [CH2:1]([NH:8][C:9]([C:11]1[CH:12]=[C:13]2[C:18](=[CH:19][CH:20]=1)[CH:17]=[N:16][CH:15]=[C:14]2[C:26]1[CH:27]=[CH:28][C:23]([Cl:22])=[CH:24][CH:25]=1)=[O:10])[C:2]1[CH:7]=[CH:6][CH:5]=[CH:4][CH:3]=1. (5) The reactants are N[C:2]([C:7]1[CH:12]=[CH:11][CH:10]=[C:9]([Br:13])[CH:8]=1)([CH3:6])[C:3]([OH:5])=[O:4].O1CCOCC1.[CH3:20][C:21]([O:24][C:25](O[C:25]([O:24][C:21]([CH3:23])([CH3:22])[CH3:20])=[O:26])=[O:26])([CH3:23])[CH3:22]. The catalyst is [OH-].[K+]. The product is [Br:13][C:9]1[CH:8]=[C:7]([C:2]([C:25]([O:24][C:21]([CH3:23])([CH3:22])[CH3:20])=[O:26])([CH3:6])[C:3]([OH:5])=[O:4])[CH:12]=[CH:11][CH:10]=1. The yield is 0.790. (6) The reactants are Br[CH2:2]/[C:3](/[C:11]1([C:14]([O:16][CH2:17][CH3:18])=[O:15])[CH2:13][CH2:12]1)=[C:4](/[F:10])\[C:5]([O:7]CC)=O.C(=O)([O-])O.[Na+].[C:24]1([C@@H:30]([NH2:32])[CH3:31])[CH:29]=[CH:28][CH:27]=[CH:26][CH:25]=1. The catalyst is C(O)C. The product is [CH2:17]([O:16][C:14]([C:11]1([C:3]2[CH2:2][N:32]([C@H:30]([C:24]3[CH:29]=[CH:28][CH:27]=[CH:26][CH:25]=3)[CH3:31])[C:5](=[O:7])[C:4]=2[F:10])[CH2:12][CH2:13]1)=[O:15])[CH3:18]. The yield is 0.812. (7) The reactants are [CH2:1]([N:3]1[C:7]2=[N:8][C:9]([CH2:48][CH3:49])=[C:10]([CH2:19][NH:20][C:21]([C:23]3[CH:28]=[CH:27][CH:26]=[C:25]([C:29]([NH:31][CH2:32][C:33]4[C:34]([CH3:47])=[C:35]([C:39]5[CH:44]=[CH:43][CH:42]=[C:41]([CH:45]=O)[CH:40]=5)[CH:36]=[CH:37][CH:38]=4)=[O:30])[CH:24]=3)=[O:22])[C:11]([NH:12][CH:13]3[CH2:18][CH2:17][O:16][CH2:15][CH2:14]3)=[C:6]2[CH:5]=[N:4]1)[CH3:2].[N:50]1(C(OC(C)(C)C)=O)[CH2:56][CH2:55][CH2:54][NH:53][CH2:52][CH2:51]1.C(O[BH-](OC(=O)C)OC(=O)C)(=O)C.[Na+].CC(O)=O. The catalyst is ClCCCl. The product is [CH2:1]([N:3]1[C:7]2=[N:8][C:9]([CH2:48][CH3:49])=[C:10]([CH2:19][NH:20][C:21]([C:23]3[CH:28]=[CH:27][CH:26]=[C:25]([C:29]([NH:31][CH2:32][C:33]4[C:34]([CH3:47])=[C:35]([C:39]5[CH:44]=[CH:43][CH:42]=[C:41]([CH2:45][N:50]6[CH2:56][CH2:55][CH2:54][NH:53][CH2:52][CH2:51]6)[CH:40]=5)[CH:36]=[CH:37][CH:38]=4)=[O:30])[CH:24]=3)=[O:22])[C:11]([NH:12][CH:13]3[CH2:14][CH2:15][O:16][CH2:17][CH2:18]3)=[C:6]2[CH:5]=[N:4]1)[CH3:2]. The yield is 0.360. (8) The reactants are [CH:1](=[O:5])[CH2:2][CH2:3][CH3:4].[Cl:6][C:7]1[CH:17]=[CH:16][C:10](/[CH:11]=[CH:12]/[N+:13]([O-:15])=[O:14])=[CH:9][CH:8]=1.CCOCC.[Na+].[Cl-]. The catalyst is C(Cl)(Cl)Cl. The product is [Cl:6][C:7]1[CH:17]=[CH:16][C:10]([C@@H:11]([C:1](=[O:5])[CH2:2][CH2:3][CH3:4])[CH2:12][N+:13]([O-:15])=[O:14])=[CH:9][CH:8]=1. The yield is 0.700. (9) The reactants are CC(C)=O.[NH2:5][C:6]1[CH:7]=[CH:8][C:9]([NH:12][CH2:13][CH2:14][OH:15])=[N:10][CH:11]=1.Cl[C:17]([O:19][C:20]1[CH:25]=[CH:24][CH:23]=[CH:22][CH:21]=1)=[O:18]. The catalyst is C(OCC)(=O)C. The product is [OH:15][CH2:14][CH2:13][NH:12][C:9]1[N:10]=[CH:11][C:6]([NH:5][C:17](=[O:18])[O:19][C:20]2[CH:25]=[CH:24][CH:23]=[CH:22][CH:21]=2)=[CH:7][CH:8]=1. The yield is 0.190.